The task is: Predict which catalyst facilitates the given reaction.. This data is from Catalyst prediction with 721,799 reactions and 888 catalyst types from USPTO. Reactant: [CH3:1][C:2]1([CH3:13])[CH2:7][CH2:6][CH:5]([C:8]([O:10]C)=O)[C:4](=O)[CH2:3]1.[C:14]([CH2:16][C:17]([NH2:19])=[O:18])#[N:15].[OH-].[K+]. Product: [OH:10][C:8]1[C:5]2[CH2:6][CH2:7][C:2]([CH3:1])([CH3:13])[CH2:3][C:4]=2[C:16]([C:14]#[N:15])=[C:17]([OH:18])[N:19]=1. The catalyst class is: 5.